From a dataset of Catalyst prediction with 721,799 reactions and 888 catalyst types from USPTO. Predict which catalyst facilitates the given reaction. Reactant: [NH3:1].[CH2:2]([O:4][C:5]([C@H:7]1[CH2:12][CH2:11][C@@H:10]([N:13]2[C:17]3[N:18]=[CH:19][N:20]=[C:21](Cl)[C:16]=3[C:15]([I:23])=[CH:14]2)[CH2:9][CH2:8]1)=[O:6])[CH3:3]. Product: [CH2:2]([O:4][C:5]([C@H:7]1[CH2:12][CH2:11][C@@H:10]([N:13]2[C:17]3[N:18]=[CH:19][N:20]=[C:21]([NH2:1])[C:16]=3[C:15]([I:23])=[CH:14]2)[CH2:9][CH2:8]1)=[O:6])[CH3:3]. The catalyst class is: 41.